Dataset: Microsomal clearance measurements from AstraZeneca. Task: Regression/Classification. Given a drug SMILES string, predict its absorption, distribution, metabolism, or excretion properties. Task type varies by dataset: regression for continuous measurements (e.g., permeability, clearance, half-life) or binary classification for categorical outcomes (e.g., BBB penetration, CYP inhibition). For this dataset (clearance_microsome_az), we predict log10(clearance) (log10 of the in vitro intrinsic clearance, CLint, in uL/min per mg of human liver microsomal protein, equivalently mL/min/g; values are censored to the assay range of 3 to 150, which is 0.477 to 2.18 on this log10 scale). (1) The molecule is COc1ccccc1CCNCc1ccc(CCNC[C@H](O)c2ccc(O)c3[nH]c(=O)sc23)cc1. The log10(clearance) is 1.40. (2) The log10(clearance) is 2.06. The compound is O=C1COC2(CCN(S(=O)(=O)c3ccc(-c4ccc5cnccc5c4)cc3)CC2)CN1C1CC1. (3) The drug is CC1CN(C(=O)c2cc3ccccc3[nH]2)CCN1. The log10(clearance) is 0.900.